Dataset: Full USPTO retrosynthesis dataset with 1.9M reactions from patents (1976-2016). Task: Predict the reactants needed to synthesize the given product. (1) Given the product [Cl:1][C:2]1[CH:7]=[C:6]([N:8]([CH:9]2[CH2:11][CH2:10]2)[C:39](=[O:40])[O:38][C:34]([CH3:37])([CH3:36])[CH3:35])[N:5]2[N:12]=[C:13]([CH3:17])[C:14]([CH:15]=[O:16])=[C:4]2[N:3]=1, predict the reactants needed to synthesize it. The reactants are: [Cl:1][C:2]1[CH:7]=[C:6]([NH:8][CH:9]2[CH2:11][CH2:10]2)[N:5]2[N:12]=[C:13]([CH3:17])[C:14]([CH:15]=[O:16])=[C:4]2[N:3]=1.C(N(CC)CC)C.CN(C1C=CC=CN=1)C.[C:34]([O:38][C:39](O[C:39]([O:38][C:34]([CH3:37])([CH3:36])[CH3:35])=[O:40])=[O:40])([CH3:37])([CH3:36])[CH3:35]. (2) Given the product [C:1]([C:5]1[CH:10]=[C:9]([C:23]2[CH:22]=[CH:21][CH:20]=[C:19]([O:18][CH2:16][CH3:17])[CH:24]=2)[C:8]([NH2:12])=[CH:7][C:6]=1[OH:15])([CH3:4])([CH3:3])[CH3:2], predict the reactants needed to synthesize it. The reactants are: [C:1]([C:5]1[CH:10]=[C:9](Br)[C:8]([N+:12]([O-])=O)=[CH:7][C:6]=1[OH:15])([CH3:4])([CH3:3])[CH3:2].[CH2:16]([O:18][C:19]1[CH:20]=[C:21](B(O)O)[CH:22]=[CH:23][CH:24]=1)[CH3:17]. (3) Given the product [Br:21][C:3]1[CH:4]=[C:5]2[C:10](=[CH:11][C:2]=1[F:1])[O:9][CH:8]([C:12]([F:14])([F:15])[F:13])[C:7]([C:16]([O:18][CH2:19][CH3:20])=[O:17])=[CH:6]2, predict the reactants needed to synthesize it. The reactants are: [F:1][C:2]1[CH:11]=[C:10]2[C:5]([CH:6]=[C:7]([C:16]([O:18][CH2:19][CH3:20])=[O:17])[CH:8]([C:12]([F:15])([F:14])[F:13])[O:9]2)=[CH:4][CH:3]=1.[Br:21]Br.C(OCC)(=O)C. (4) Given the product [CH:39]12[CH2:47][CH2:46][CH:43]([CH2:44][CH2:45]1)[CH2:42][N:41]([CH2:48][CH2:49][O:1][C:2]1[CH:3]=[CH:4][C:5]([CH2:6][CH2:8][CH2:9][CH2:10][NH:11][C:12]3[CH:17]=[C:16]([O:18][CH3:19])[CH:15]=[CH:14][C:13]=3[CH:20]3[CH2:29][CH2:28][C:27]4[CH:26]=[C:25]([OH:30])[CH:24]=[CH:23][C:22]=4[CH2:21]3)=[CH:37][CH:38]=1)[CH2:40]2, predict the reactants needed to synthesize it. The reactants are: [OH:1][C:2]1[CH:38]=[CH:37][C:5]([C:6]([CH2:8][CH2:9][CH2:10][NH:11][C:12]2[CH:17]=[C:16]([O:18][CH3:19])[CH:15]=[CH:14][C:13]=2[CH:20]2[CH2:29][CH2:28][C:27]3[CH:26]=[C:25]([O:30]C(=O)C(C)(C)C)[CH:24]=[CH:23][C:22]=3[CH2:21]2)=O)=[CH:4][CH:3]=1.[CH:39]12[CH2:47][CH2:46][CH:43]([CH2:44][CH2:45]1)[CH2:42][N:41]([C:48](=O)[CH2:49]Cl)[CH2:40]2. (5) The reactants are: [CH3:1][O:2][C:3]1[CH:4]=[CH:5][C:6]([CH2:11][C@@H:12]2[C@@H:17]([CH2:18][C:19]3[CH:20]=[CH:21][C:22]([OH:27])=[C:23]([O:25][CH3:26])[CH:24]=3)[C:15](=[O:16])[O:14][CH2:13]2)=[CH:7][C:8]=1[O:9][CH3:10].[C:28]([OH:37])(=[O:36])[CH2:29][CH2:30][CH2:31][CH2:32][CH2:33][CH2:34][CH3:35].O. Given the product [CH3:1][O:2][C:3]1[CH:4]=[CH:5][C:6]([CH2:11][C@@H:12]2[C@@H:17]([CH2:18][C:19]3[CH:20]=[CH:21][C:22]([OH:27])=[C:23]([O:25][CH3:26])[CH:24]=3)[C:15](=[O:16])[O:14][CH2:13]2)=[CH:7][C:8]=1[O:9][CH3:10].[C:28]([O-:37])(=[O:36])[CH2:29][CH2:30][CH2:31][CH2:32][CH2:33][CH2:34][CH3:35], predict the reactants needed to synthesize it. (6) Given the product [NH:1]1[CH:5]=[C:4]([CH2:6][N:7]([CH2:11][C:12]2[CH:17]=[CH:16][CH:15]=[CH:14][CH:13]=2)[CH2:8][CH2:9][Cl:20])[N:3]=[CH:2]1, predict the reactants needed to synthesize it. The reactants are: [NH:1]1[CH:5]=[C:4]([CH2:6][N:7]([CH2:11][C:12]2[CH:17]=[CH:16][CH:15]=[CH:14][CH:13]=2)[CH2:8][CH2:9]O)[N:3]=[CH:2]1.S(Cl)([Cl:20])=O.C(#N)C.